Dataset: Reaction yield outcomes from USPTO patents with 853,638 reactions. Task: Predict the reaction yield, written as a fraction of the theoretical maximum amount of product (1.0 means a 100% yield; for example, 0.34 means a 34% yield). (1) The reactants are [F:1][C:2]([F:7])([CH2:5][OH:6])[CH2:3][OH:4].[CH2:8]([O:15][CH2:16][CH:17]=O)[C:9]1[CH:14]=[CH:13][CH:12]=[CH:11][CH:10]=1.O.C1(C)C=CC(S(O)(=O)=O)=CC=1. The catalyst is C1(C)C=CC=CC=1. The product is [CH2:8]([O:15][CH2:16][CH:17]1[O:6][CH2:5][C:2]([F:7])([F:1])[CH2:3][O:4]1)[C:9]1[CH:14]=[CH:13][CH:12]=[CH:11][CH:10]=1. The yield is 0.428. (2) The reactants are O=[C:2]([CH2:9][CH2:10][CH3:11])[CH2:3][C:4](OCC)=[O:5].[CH3:12][O:13][C:14]1[CH:19]=[CH:18][C:17]([NH:20][NH2:21])=[CH:16][CH:15]=1.CCN(CC)CC. The catalyst is CC(O)=O. The product is [CH3:12][O:13][C:14]1[CH:19]=[CH:18][C:17]([N:20]2[C:4](=[O:5])[CH2:3][C:2]([CH2:9][CH2:10][CH3:11])=[N:21]2)=[CH:16][CH:15]=1. The yield is 0.590.